This data is from Forward reaction prediction with 1.9M reactions from USPTO patents (1976-2016). The task is: Predict the product of the given reaction. (1) Given the reactants [H-].[Na+].[F:3][C:4]1[CH:8]=[CH:7][NH:6][C:5]=1[C:9]([O:11][CH2:12][CH3:13])=[O:10].I[CH3:15].Cl, predict the reaction product. The product is: [F:3][C:4]1[CH:8]=[CH:7][N:6]([CH3:15])[C:5]=1[C:9]([O:11][CH2:12][CH3:13])=[O:10]. (2) Given the reactants C[C@@H]1O[C@@H]([O:8][CH2:9][C@H:10]2[O:15][C@@H:14]([O:16][C:17]3[C:26](=[O:27])[C:25]4[C:24]([OH:28])=[CH:23][C:22]([OH:29])=[CH:21][C:20]=4[O:19][C:18]=3[C:30]3[CH:31]=[CH:32][C:33]([OH:37])=[C:34]([OH:36])[CH:35]=3)[C@H:13]([OH:38])[C@@H:12]([OH:39])[C@@H:11]2[OH:40])[C@H](O)[C@H](O)[C@H]1O, predict the reaction product. The product is: [CH:31]1[C:30]([C:18]2[O:19][C:20]3[C:25](=[C:24]([OH:28])[CH:23]=[C:22]([OH:29])[CH:21]=3)[C:26](=[O:27])[C:17]=2[O:16][C@@H:14]2[O:15][C@H:10]([CH2:9][OH:8])[C@@H:11]([OH:40])[C@H:12]([OH:39])[C@H:13]2[OH:38])=[CH:35][C:34]([OH:36])=[C:33]([OH:37])[CH:32]=1. (3) Given the reactants C(=O)([O-])[O-].[Cs+].[Cs+].[N:7]1[CH:12]=[CH:11][CH:10]=[CH:9][C:8]=1[NH:13][C:14]1[CH:19]=[CH:18][C:17]([OH:20])=[CH:16][CH:15]=1.F[C:22]1[C:27]([CH:28]2[CH2:32][CH2:31][C:30]([CH3:34])([OH:33])[CH2:29]2)=[CH:26][CH:25]=[CH:24][N:23]=1.CN1C(=O)CCC1, predict the reaction product. The product is: [CH3:34][C:30]1([OH:33])[CH2:31][CH2:32][CH:28]([C:27]2[C:22]([O:20][C:17]3[CH:18]=[CH:19][C:14]([NH:13][C:8]4[CH:9]=[CH:10][CH:11]=[CH:12][N:7]=4)=[CH:15][CH:16]=3)=[N:23][CH:24]=[CH:25][CH:26]=2)[CH2:29]1. (4) Given the reactants [CH3:1][CH:2]([N:4]1[CH2:9][CH2:8][CH:7]([CH2:10][N:11]2[C:19]3[C:14](=[CH:15][CH:16]=[CH:17][CH:18]=3)[C:13]3([CH2:23][O:22][C:21]4[CH:24]=[C:25]5[C:29](=[CH:30][C:20]3=4)[CH2:28][CH2:27][O:26]5)[C:12]2=[O:31])[CH2:6][CH2:5]1)[CH3:3].[ClH:32].O1CCOCC1, predict the reaction product. The product is: [ClH:32].[CH3:3][CH:2]([N:4]1[CH2:9][CH2:8][CH:7]([CH2:10][N:11]2[C:19]3[C:14](=[CH:15][CH:16]=[CH:17][CH:18]=3)[C:13]3([CH2:23][O:22][C:21]4[CH:24]=[C:25]5[C:29](=[CH:30][C:20]3=4)[CH2:28][CH2:27][O:26]5)[C:12]2=[O:31])[CH2:6][CH2:5]1)[CH3:1]. (5) Given the reactants [Cl:1][C:2]1[CH:3]=[C:4]([N+:12]([O-:14])=[O:13])[C:5]([CH3:11])=[C:6]([CH:10]=1)[C:7]([OH:9])=[O:8].[CH3:15]N(C=O)C.IC.C(=O)([O-])[O-].[Na+].[Na+], predict the reaction product. The product is: [Cl:1][C:2]1[CH:3]=[C:4]([N+:12]([O-:14])=[O:13])[C:5]([CH3:11])=[C:6]([CH:10]=1)[C:7]([O:9][CH3:15])=[O:8]. (6) Given the reactants [H-].[Al+3].[Li+].[H-].[H-].[H-].[CH2:7]1[C@H:12]2[CH2:13][C:14]3([O:19][CH2:18][CH2:17][O:16]3)[CH2:15][C@H:11]2[CH2:10][C:9](=O)[NH:8]1.O.[OH-].[Na+], predict the reaction product. The product is: [O:16]1[CH2:17][CH2:18][O:19][C:14]21[CH2:13][C@@H:12]1[CH2:7][NH:8][CH2:9][CH2:10][C@@H:11]1[CH2:15]2. (7) Given the reactants [N:1]1([CH2:6][C:7]2[CH:12]=[CH:11][C:10]([CH2:13]O)=[CH:9][CH:8]=2)[CH:5]=[CH:4][N:3]=[CH:2]1.[C:15]1([NH:21][OH:22])[CH:20]=[CH:19][CH:18]=[CH:17][CH:16]=1, predict the reaction product. The product is: [N:1]1([CH2:6][C:7]2[CH:12]=[CH:11][C:10]([CH:13]=[N+:21]([O-:22])[C:15]3[CH:20]=[CH:19][CH:18]=[CH:17][CH:16]=3)=[CH:9][CH:8]=2)[CH:5]=[CH:4][N:3]=[CH:2]1. (8) Given the reactants C(OC([NH:8][CH:9]1[C:23](=[O:24])[N:22]2[CH2:25][C@H:26]([O:28][C:29]3[CH:34]=[C:33]([C:35]4[CH:40]=[CH:39][CH:38]=[CH:37][N:36]=4)[N:32]=[C:31]4[CH:41]=[CH:42][S:43][C:30]=34)[CH2:27][C@H:21]2[C:20](=[O:44])[NH:19][C@:18]2([C:46]([O:48][CH3:49])=[O:47])[CH2:45][C@H:17]2[CH:16]=[CH:15][CH2:14][CH2:13][CH2:12][CH2:11][CH2:10]1)=O)(C)(C)C.FC(F)(F)C(O)=O, predict the reaction product. The product is: [NH2:8][CH:9]1[C:23](=[O:24])[N:22]2[CH2:25][C@H:26]([O:28][C:29]3[CH:34]=[C:33]([C:35]4[CH:40]=[CH:39][CH:38]=[CH:37][N:36]=4)[N:32]=[C:31]4[CH:41]=[CH:42][S:43][C:30]=34)[CH2:27][C@H:21]2[C:20](=[O:44])[NH:19][C@:18]2([C:46]([O:48][CH3:49])=[O:47])[CH2:45][C@H:17]2[CH:16]=[CH:15][CH2:14][CH2:13][CH2:12][CH2:11][CH2:10]1.